Dataset: NCI-60 drug combinations with 297,098 pairs across 59 cell lines. Task: Regression. Given two drug SMILES strings and cell line genomic features, predict the synergy score measuring deviation from expected non-interaction effect. (1) Drug 1: CCC1=CC2CC(C3=C(CN(C2)C1)C4=CC=CC=C4N3)(C5=C(C=C6C(=C5)C78CCN9C7C(C=CC9)(C(C(C8N6C)(C(=O)OC)O)OC(=O)C)CC)OC)C(=O)OC.C(C(C(=O)O)O)(C(=O)O)O. Drug 2: CC1C(C(=O)NC(C(=O)N2CCCC2C(=O)N(CC(=O)N(C(C(=O)O1)C(C)C)C)C)C(C)C)NC(=O)C3=C4C(=C(C=C3)C)OC5=C(C(=O)C(=C(C5=N4)C(=O)NC6C(OC(=O)C(N(C(=O)CN(C(=O)C7CCCN7C(=O)C(NC6=O)C(C)C)C)C)C(C)C)C)N)C. Cell line: COLO 205. Synergy scores: CSS=39.9, Synergy_ZIP=3.94, Synergy_Bliss=7.60, Synergy_Loewe=7.75, Synergy_HSA=7.36. (2) Drug 1: CC12CCC(CC1=CCC3C2CCC4(C3CC=C4C5=CN=CC=C5)C)O. Drug 2: CCN(CC)CCNC(=O)C1=C(NC(=C1C)C=C2C3=C(C=CC(=C3)F)NC2=O)C. Cell line: NCI-H226. Synergy scores: CSS=-1.60, Synergy_ZIP=0.732, Synergy_Bliss=-4.07, Synergy_Loewe=-7.59, Synergy_HSA=-7.54.